Predict the product of the given reaction. From a dataset of Forward reaction prediction with 1.9M reactions from USPTO patents (1976-2016). (1) Given the reactants [CH2:1]([C:5]1[O:6][C:7]2[CH:13]=[CH:12][C:11]([NH:14][S:15]([CH3:18])(=[O:17])=[O:16])=[CH:10][C:8]=2[CH:9]=1)[CH2:2][CH2:3][CH3:4].[Li]CCCC.CCCCCC.[CH2:30]([N:34]([CH2:47][CH2:48][CH2:49][CH3:50])[CH2:35][CH2:36][CH2:37][O:38][C:39]1[CH:46]=[CH:45][C:42]([CH:43]=[O:44])=[CH:41][CH:40]=1)[CH2:31][CH2:32][CH3:33].[NH4+].[Cl-], predict the reaction product. The product is: [CH2:1]([C:5]1[O:6][C:7]2[CH:13]=[CH:12][C:11]([NH:14][S:15]([CH3:18])(=[O:16])=[O:17])=[CH:10][C:8]=2[C:9]=1[CH:43]([C:42]1[CH:41]=[CH:40][C:39]([O:38][CH2:37][CH2:36][CH2:35][N:34]([CH2:47][CH2:48][CH2:49][CH3:50])[CH2:30][CH2:31][CH2:32][CH3:33])=[CH:46][CH:45]=1)[OH:44])[CH2:2][CH2:3][CH3:4]. (2) Given the reactants [CH3:1][NH:2][C:3]1[CH:4]=[N:5][CH:6]=[CH:7][C:8]=1[C:9]1[C:10]([O:15][CH:16]2[CH2:19][N:18]([C:20]([O:22][C:23]([CH3:26])([CH3:25])[CH3:24])=[O:21])[CH2:17]2)=[N:11][CH:12]=[CH:13][CH:14]=1.FC1C=CC=C(OC)C=1C1C=CN=CC=1N(CC(F)(F)F)[C:43](=[O:58])[C:44]1[CH:49]=[C:48]([C:50]([F:53])([F:52])[F:51])[CH:47]=[C:46]([S:54]([CH3:57])(=[O:56])=[O:55])[CH:45]=1.CCN(C(C)C)C(C)C.CS(C1C=C(C=C(C(F)(F)F)C=1)C(Cl)=O)(=O)=O.[NH4+].[Cl-], predict the reaction product. The product is: [C:23]([O:22][C:20]([N:18]1[CH2:19][CH:16]([O:15][C:10]2[C:9]([C:8]3[CH:7]=[CH:6][N:5]=[CH:4][C:3]=3[N:2]([C:43](=[O:58])[C:44]3[CH:49]=[C:48]([C:50]([F:53])([F:51])[F:52])[CH:47]=[C:46]([S:54]([CH3:57])(=[O:56])=[O:55])[CH:45]=3)[CH3:1])=[CH:14][CH:13]=[CH:12][N:11]=2)[CH2:17]1)=[O:21])([CH3:26])([CH3:25])[CH3:24]. (3) The product is: [CH3:30][N:31]1[CH2:36][CH2:35][N:34]([C:25]([CH:21]2[CH2:20][CH2:19][C:18]3[NH:17][C:16]4[N:15]=[CH:14][N:13]=[C:12]([NH:11][C:9]5[CH:8]=[CH:7][C:5]6[NH:6][C:2](=[O:1])[S:3][C:4]=6[CH:10]=5)[C:24]=4[C:23]=3[CH2:22]2)=[O:27])[CH2:33][CH2:32]1. Given the reactants [O:1]=[C:2]1[NH:6][C:5]2[CH:7]=[CH:8][C:9]([NH:11][C:12]3[C:24]4[C:23]5[CH2:22][CH:21]([C:25]([O:27]CC)=O)[CH2:20][CH2:19][C:18]=5[NH:17][C:16]=4[N:15]=[CH:14][N:13]=3)=[CH:10][C:4]=2[S:3]1.[CH3:30][N:31]1[CH2:36][CH2:35][NH:34][CH2:33][CH2:32]1, predict the reaction product. (4) Given the reactants [C:1]([O:5][C:6]([NH:8][C:9]1[CH:14]=[CH:13][C:12]([S:15][C:16]2[CH:24]=[CH:23][C:19]([C:20](O)=[O:21])=[CH:18][C:17]=2[NH:25][C:26]2[C:27]3[CH:35]=[CH:34][C:33]([CH:36]([CH3:38])[CH3:37])=[N:32][C:28]=3[N:29]=[CH:30][N:31]=2)=[CH:11][CH:10]=1)=[O:7])([CH3:4])([CH3:3])[CH3:2].F[B-](F)(F)F.N1(OC(N(C)C)=[N+](C)C)[C:48]2[CH:49]=[CH:50][CH:51]=[CH:52][C:47]=2N=N1.[CH:61]([N:64](CC)C(C)C)(C)[CH3:62].O(C(C)C)C(C)C, predict the reaction product. The product is: [C:1]([O:5][C:6](=[O:7])[NH:8][C:9]1[CH:14]=[CH:13][C:12]([S:15][C:16]2[CH:24]=[CH:23][C:19]([C:20](=[O:21])[NH:64][C@H:61]([C:47]3[CH:48]=[CH:49][CH:50]=[CH:51][CH:52]=3)[CH3:62])=[CH:18][C:17]=2[NH:25][C:26]2[C:27]3[CH:35]=[CH:34][C:33]([CH:36]([CH3:37])[CH3:38])=[N:32][C:28]=3[N:29]=[CH:30][N:31]=2)=[CH:11][CH:10]=1)([CH3:3])([CH3:4])[CH3:2]. (5) Given the reactants C(OC(=O)[NH:7][CH2:8][C:9]1[CH:14]=[CH:13][C:12]([C:15](=[O:47])[NH:16][C:17]2[CH:22]=[CH:21][C:20]([NH:23][C:24]3[N:29]4[N:30]=[CH:31][CH:32]=[C:28]4[CH:27]=[C:26]([C:33]4[CH:34]=[C:35]([C:39]5[CH:44]=[CH:43][C:42]([O:45][CH3:46])=[CH:41][CH:40]=5)[CH:36]=[CH:37][CH:38]=4)[N:25]=3)=[CH:19][CH:18]=2)=[CH:11][CH:10]=1)(C)(C)C.[F:49][C:50]([F:55])([F:54])[C:51]([OH:53])=[O:52], predict the reaction product. The product is: [F:49][C:50]([F:55])([F:54])[C:51]([OH:53])=[O:52].[NH2:7][CH2:8][C:9]1[CH:10]=[CH:11][C:12]([C:15]([NH:16][C:17]2[CH:18]=[CH:19][C:20]([NH:23][C:24]3[N:29]4[N:30]=[CH:31][CH:32]=[C:28]4[CH:27]=[C:26]([C:33]4[CH:34]=[C:35]([C:39]5[CH:44]=[CH:43][C:42]([O:45][CH3:46])=[CH:41][CH:40]=5)[CH:36]=[CH:37][CH:38]=4)[N:25]=3)=[CH:21][CH:22]=2)=[O:47])=[CH:13][CH:14]=1. (6) Given the reactants [NH2:1][C:2]([CH3:8])([CH3:7])[CH2:3][C:4]([OH:6])=[O:5].C(=O)([O-])[O-].[K+].[K+].F[C:16]1[CH:21]=[CH:20][CH:19]=[CH:18][C:17]=1[N+:22]([O-:24])=[O:23], predict the reaction product. The product is: [CH3:7][C:2]([NH:1][C:16]1[CH:21]=[CH:20][CH:19]=[CH:18][C:17]=1[N+:22]([O-:24])=[O:23])([CH3:8])[CH2:3][C:4]([OH:6])=[O:5]. (7) Given the reactants [S:1]1[CH:5]=[CH:4][CH:3]=[C:2]1[CH2:6][NH:7][CH2:8][CH2:9][C:10]([O:12][CH3:13])=[O:11].O.C1COCC1.C(=O)(O)[O-].[Na+].Cl[C:26]([O:28][CH2:29][CH3:30])=[O:27], predict the reaction product. The product is: [CH2:29]([O:28][C:26]([N:7]([CH2:6][C:2]1[S:1][CH:5]=[CH:4][CH:3]=1)[CH2:8][CH2:9][C:10]([O:12][CH3:13])=[O:11])=[O:27])[CH3:30]. (8) Given the reactants [H-].[Na+].[Cl:3][C:4]1[C:9]([OH:10])=[CH:8][CH:7]=[CH:6][C:5]=1[C:11]([F:14])([F:13])[F:12].[CH3:15][O:16][CH2:17]Cl.[Cl-].[Na+], predict the reaction product. The product is: [Cl:3][C:4]1[C:5]([C:11]([F:12])([F:13])[F:14])=[CH:6][CH:7]=[CH:8][C:9]=1[O:10][CH2:15][O:16][CH3:17].